Dataset: Reaction yield outcomes from USPTO patents with 853,638 reactions. Task: Predict the reaction yield, written as a fraction of the theoretical maximum amount of product (1.0 means a 100% yield; for example, 0.34 means a 34% yield). (1) The reactants are [CH3:1][C:2]([CH3:21])([CH:10]([O:19][CH3:20])[C:11]1[CH:16]=[CH:15][C:14]([O:17][CH3:18])=[CH:13][CH:12]=1)[CH2:3][CH2:4][CH2:5][CH2:6][C:7](O)=[O:8].Cl.CN(C)CCCN=C=NCC.O.[OH:35][N:36]1C2C=CC=CC=2N=N1.NOC1CCCCO1.C12(CS(O)(=O)=O)C(C)(C)C(CC1)CC2=O. The catalyst is CN(C=O)C. The product is [OH:35][NH:36][C:7](=[O:8])[CH2:6][CH2:5][CH2:4][CH2:3][C:2]([CH3:21])([CH3:1])[CH:10]([O:19][CH3:20])[C:11]1[CH:16]=[CH:15][C:14]([O:17][CH3:18])=[CH:13][CH:12]=1. The yield is 0.680. (2) The reactants are [CH3:1][C:2]1[N:6]([CH:7]2[CH2:12][CH2:11][O:10][CH2:9][CH2:8]2)[C:5]2[CH:13]=[CH:14][C:15]([C:17]([OH:19])=O)=[CH:16][C:4]=2[N:3]=1.N[C:21]1[C:26]([O:27][CH3:28])=[CH:25][CH:24]=[CH:23][C:22]=1O.CC[N:32]=C=NCCCN(C)C.CS(O)(=O)=O.C(=O)([O-])O.[Na+]. The catalyst is O.CN(C=O)C. The product is [CH3:28][O:27][C:26]1[CH:25]=[CH:24][C:23]2[O:19][C:17]([C:15]3[CH:14]=[CH:13][C:5]4[N:6]([CH:7]5[CH2:8][CH2:9][O:10][CH2:11][CH2:12]5)[C:2]([CH3:1])=[N:3][C:4]=4[CH:16]=3)=[N:32][C:22]=2[CH:21]=1. The yield is 0.0330. (3) The yield is 0.810. The product is [CH2:1]([C@@:5]1([CH2:36][CH3:37])[N:11]([OH:12])[C@H:10]([C:13]2[CH:14]=[CH:15][CH:16]=[CH:17][CH:18]=2)[C:9]2[CH:19]=[C:20]([O:32][CH3:33])[C:21]([CH2:23][P:24](=[O:25])([OH:28])[OH:31])=[CH:22][C:8]=2[S:7](=[O:35])(=[O:34])[CH2:6]1)[CH2:2][CH2:3][CH3:4]. The catalyst is C(Cl)Cl. The reactants are [CH2:1]([C@@:5]1([CH2:36][CH3:37])[N:11]([OH:12])[C@H:10]([C:13]2[CH:18]=[CH:17][CH:16]=[CH:15][CH:14]=2)[C:9]2[CH:19]=[C:20]([O:32][CH3:33])[C:21]([CH2:23][P:24](=[O:31])([O:28]CC)[O:25]CC)=[CH:22][C:8]=2[S:7](=[O:35])(=[O:34])[CH2:6]1)[CH2:2][CH2:3][CH3:4].Br[Si](C)(C)C. (4) The reactants are [NH2:1][C:2]1[S:3][C:4]2[CH:10]=[C:9]([O:11][C:12]3[CH:13]=[C:14]([CH:28]=[CH:29][CH:30]=3)[C:15]([NH:17][C:18]3[CH:23]=[CH:22][C:21]([C:24]([F:27])([F:26])[F:25])=[CH:20][CH:19]=3)=[O:16])[CH:8]=[CH:7][C:5]=2[N:6]=1.Cl[CH2:32][C:33](Cl)=[O:34].C(N(C(C)C)C(C)C)C.[CH3:45][N:46]1[CH2:51][CH2:50][NH:49][CH2:48][CH2:47]1. The catalyst is CN(C)C=O.O. The product is [CH3:45][N:46]1[CH2:51][CH2:50][N:49]([CH2:32][C:33]([NH:1][C:2]2[S:3][C:4]3[CH:10]=[C:9]([O:11][C:12]4[CH:13]=[C:14]([CH:28]=[CH:29][CH:30]=4)[C:15]([NH:17][C:18]4[CH:19]=[CH:20][C:21]([C:24]([F:27])([F:25])[F:26])=[CH:22][CH:23]=4)=[O:16])[CH:8]=[CH:7][C:5]=3[N:6]=2)=[O:34])[CH2:48][CH2:47]1. The yield is 0.630. (5) The reactants are O[Li].O.[C:4]1([N:10]2[C:18]3[CH2:17][CH2:16][CH2:15][CH:14]([CH2:19][C:20]([O:22]CC)=[O:21])[C:13]=3[CH:12]=[N:11]2)[CH:9]=[CH:8][CH:7]=[CH:6][CH:5]=1. The yield is 0.530. The catalyst is O.CO. The product is [C:4]1([N:10]2[C:18]3[CH2:17][CH2:16][CH2:15][CH:14]([CH2:19][C:20]([OH:22])=[O:21])[C:13]=3[CH:12]=[N:11]2)[CH:5]=[CH:6][CH:7]=[CH:8][CH:9]=1. (6) The yield is 0.900. The reactants are C(O)(C)(C)C.O.[N:7]([CH2:10][C:11]([NH:13][CH2:14][CH2:15][C:16]1[CH:21]=[CH:20][C:19]([OH:22])=[CH:18][CH:17]=1)=[O:12])=[N+:8]=[N-:9].[CH2:23]([N:29]1[C:33](=[O:34])[C:32]2=[CH:35][CH:36]=[CH:37][CH:38]=[C:31]2[C:30]1=[O:39])[CH2:24][CH2:25][CH2:26][C:27]#[CH:28].O=C1O[C@H]([C@H](CO)O)C([O-])=C1O.[Na+]. The catalyst is O.S([O-])([O-])(=O)=O.[Cu+2]. The product is [O:39]=[C:30]1[C:31]2[C:32](=[CH:35][CH:36]=[CH:37][CH:38]=2)[C:33](=[O:34])[N:29]1[CH2:23][CH2:24][CH2:25][CH2:26][C:27]1[N:9]=[N:8][N:7]([CH2:10][C:11]([NH:13][CH2:14][CH2:15][C:16]2[CH:17]=[CH:18][C:19]([OH:22])=[CH:20][CH:21]=2)=[O:12])[CH:28]=1.